From a dataset of Reaction yield outcomes from USPTO patents with 853,638 reactions. Predict the reaction yield, written as a fraction of the theoretical maximum amount of product (1.0 means a 100% yield; for example, 0.34 means a 34% yield). (1) The reactants are [CH3:1][NH:2]N.Cl.C[N:6](C)[CH:7]=[CH:8][C:9]([C:11]1[CH:16]=[C:15]([NH:17][C:18](=[O:20])[CH3:19])[CH:14]=[CH:13][C:12]=1[O:21][CH3:22])=O.N.CN1C=CC=N1. The catalyst is CO. The product is [CH3:22][O:21][C:12]1[CH:13]=[CH:14][C:15]([NH:17][C:18](=[O:20])[CH3:19])=[CH:16][C:11]=1[C:9]1[N:2]([CH3:1])[N:6]=[CH:7][CH:8]=1. The yield is 0.800. (2) The catalyst is COCCOC.ClCCl.[Pd].C1(P(C2C=CC=CC=2)C2C=CC=CC=2)C=CC=CC=1.C1(P(C2C=CC=CC=2)C2C=CC=CC=2)C=CC=CC=1.C1(P(C2C=CC=CC=2)C2C=CC=CC=2)C=CC=CC=1.C1(P(C2C=CC=CC=2)C2C=CC=CC=2)C=CC=CC=1. The reactants are Br[C:2]1[CH:3]=[N:4][CH:5]=[N:6][CH:7]=1.[CH3:8][C:9]1[CH:14]=[CH:13][C:12](B(O)O)=[CH:11][C:10]=1[N+:18]([O-:20])=[O:19].C(=O)([O-])[O-].[Na+].[Na+]. The product is [CH3:8][C:9]1[CH:14]=[CH:13][C:12]([C:2]2[CH:3]=[N:4][CH:5]=[N:6][CH:7]=2)=[CH:11][C:10]=1[N+:18]([O-:20])=[O:19]. The yield is 0.842. (3) The reactants are Br[C:2]1[CH:23]=[CH:22][C:5]([C:6]([NH:8][S:9]([C:12]2[CH:17]=[CH:16][CH:15]=[CH:14][C:13]=2[S:18](=[O:21])(=[O:20])[NH2:19])(=[O:11])=[O:10])=[O:7])=[CH:4][C:3]=1[O:24][CH3:25].[C:26]([C:28]1[CH:33]=[CH:32][C:31]([C:34]([F:37])([F:36])[F:35])=[CH:30][CH:29]=1)#[CH:27]. No catalyst specified. The product is [CH3:25][O:24][C:3]1[CH:4]=[C:5]([CH:22]=[CH:23][C:2]=1[C:27]#[C:26][C:28]1[CH:33]=[CH:32][C:31]([C:34]([F:35])([F:36])[F:37])=[CH:30][CH:29]=1)[C:6]([NH:8][S:9]([C:12]1[CH:17]=[CH:16][CH:15]=[CH:14][C:13]=1[S:18](=[O:21])(=[O:20])[NH2:19])(=[O:11])=[O:10])=[O:7]. The yield is 0.440. (4) The catalyst is CN(C)C=O.C(OCC)(=O)C. The yield is 1.00. The product is [CH2:24]([S:31][CH:32]([CH:35]([O:36][CH3:37])[O:38][CH3:39])[CH2:33][NH:34][C:12]([C:9]1[NH:10][C:11]2[C:7]([CH:8]=1)=[CH:6][CH:5]=[CH:4][C:3]=2[N:2]([CH3:1])[S:15]([C:18]1[N:19]([CH3:23])[CH:20]=[CH:21][N:22]=1)(=[O:17])=[O:16])=[O:13])[C:25]1[CH:30]=[CH:29][CH:28]=[CH:27][CH:26]=1. The reactants are [CH3:1][N:2]([S:15]([C:18]1[N:19]([CH3:23])[CH:20]=[CH:21][N:22]=1)(=[O:17])=[O:16])[C:3]1[CH:4]=[CH:5][CH:6]=[C:7]2[C:11]=1[NH:10][C:9]([C:12](O)=[O:13])=[CH:8]2.[CH2:24]([S:31][CH:32]([CH:35]([O:38][CH3:39])[O:36][CH3:37])[CH2:33][NH2:34])[C:25]1[CH:30]=[CH:29][CH:28]=[CH:27][CH:26]=1.C(N(C(C)C)C(C)C)C.F[P-](F)(F)(F)(F)F.N1(OC(N(C)C)=[N+](C)C)C2N=CC=CC=2N=N1. (5) The reactants are [N+:1]([C:4]1[CH:9]=[CH:8][C:7]([N:10]2[CH2:15][CH2:14][NH:13][CH2:12][CH2:11]2)=[CH:6][CH:5]=1)([O-:3])=[O:2].C(O)(=O)C.C(O[C:23]1(O[Si](C)(C)C)[CH2:25][CH2:24]1)C.C([BH3-])#N.[Na+]. The catalyst is CO. The product is [CH:23]1([N:13]2[CH2:14][CH2:15][N:10]([C:7]3[CH:6]=[CH:5][C:4]([N+:1]([O-:3])=[O:2])=[CH:9][CH:8]=3)[CH2:11][CH2:12]2)[CH2:25][CH2:24]1. The yield is 1.00. (6) The reactants are [Cl:1][CH2:2][CH2:3][C:4]([C:6]1[CH:11]=[CH:10][C:9]([F:12])=[CH:8][CH:7]=1)=[O:5].[NH4+].[Cl-].I[CH2:16][C:17]([CH3:19])=[CH2:18]. The catalyst is C1COCC1.[Zn]. The product is [Cl:1][CH2:2][CH2:3][C:4]([C:6]1[CH:7]=[CH:8][C:9]([F:12])=[CH:10][CH:11]=1)([OH:5])[CH2:18][C:17]([CH3:19])=[CH2:16]. The yield is 0.760.